This data is from Forward reaction prediction with 1.9M reactions from USPTO patents (1976-2016). The task is: Predict the product of the given reaction. (1) The product is: [CH:1]1([CH2:4][O:5][C:6]2[CH:11]=[C:10]([CH2:12][OH:13])[CH:9]=[C:8]([O:14][CH2:16][CH2:17][O:18][CH3:19])[CH:7]=2)[CH2:2][CH2:3]1. Given the reactants [CH:1]1([CH2:4][O:5][C:6]2[CH:7]=[C:8]([OH:14])[CH:9]=[C:10]([CH2:12][OH:13])[CH:11]=2)[CH2:3][CH2:2]1.Br[CH2:16][CH2:17][O:18][CH3:19].C1OCCOCCOCCOCCOCCOC1, predict the reaction product. (2) Given the reactants CC(C)([O-])C.[K+].FC(F)(F)C([N:11]1[CH2:15][CH2:14][CH2:13][C:12]1=[O:16])=O.[F:19][C:20]1[CH:27]=[CH:26][C:23]([CH:24]=O)=[CH:22][CH:21]=1, predict the reaction product. The product is: [F:19][C:20]1[CH:27]=[CH:26][C:23]([CH2:24][CH:13]2[CH2:14][CH2:15][NH:11][C:12]2=[O:16])=[CH:22][CH:21]=1. (3) Given the reactants [OH-:1].[K+].[CH2:3]([OH:5])[CH3:4].[Cl:6][C:7]1[CH:8]=[CH:9][C:10]([O:22][CH3:23])=[C:11](CC(N2CCOCC2)=S)[CH:12]=1, predict the reaction product. The product is: [Cl:6][C:7]1[CH:12]=[CH:11][C:10]([O:22][CH3:23])=[C:9]([CH2:4][C:3]([OH:1])=[O:5])[CH:8]=1. (4) The product is: [C:20]([O:24][C:25](=[O:36])[NH:26][CH2:27][C:28]1[CH:29]=[CH:30][C:31]([CH2:34][N:8]2[CH2:9][C:10](=[O:11])[N:6]([CH2:5][C:4]3[CH:14]=[CH:15][C:16]([O:18][CH3:19])=[CH:17][C:3]=3[O:2][CH3:1])[S:7]2(=[O:13])=[O:12])=[CH:32][CH:33]=1)([CH3:23])([CH3:22])[CH3:21]. Given the reactants [CH3:1][O:2][C:3]1[CH:17]=[C:16]([O:18][CH3:19])[CH:15]=[CH:14][C:4]=1[CH2:5][N:6]1[C:10](=[O:11])[CH2:9][NH:8][S:7]1(=[O:13])=[O:12].[C:20]([O:24][C:25](=[O:36])[NH:26][CH2:27][C:28]1[CH:33]=[CH:32][C:31]([CH2:34]O)=[CH:30][CH:29]=1)([CH3:23])([CH3:22])[CH3:21].C1(P(C2C=CC=CC=2)C2C=CC=CC=2)C=CC=CC=1.N(C(OCC)=O)=NC(OCC)=O, predict the reaction product. (5) Given the reactants [CH3:1][C:2]1[S:6][C:5](=[NH:7])[N:4]([C:8]2[CH:21]=[CH:20][C:11]3[O:12][C:13]([F:19])([F:18])[C:14]([F:17])([F:16])[O:15][C:10]=3[CH:9]=2)[CH:3]=1.C(N(CC)CC)C.[CH:29]1([C:33](Cl)=[O:34])[CH2:32][CH2:31][CH2:30]1, predict the reaction product. The product is: [CH3:1][C:2]1[S:6]/[C:5](=[N:7]\[C:33]([CH:29]2[CH2:32][CH2:31][CH2:30]2)=[O:34])/[N:4]([C:8]2[CH:21]=[CH:20][C:11]3[O:12][C:13]([F:19])([F:18])[C:14]([F:16])([F:17])[O:15][C:10]=3[CH:9]=2)[CH:3]=1. (6) Given the reactants [CH:1]1([C:7]2([CH3:24])[N:11]([CH3:12])[C:10](=[O:13])[N:9]([CH2:14][CH:15]([OH:22])[C:16]3[CH:17]=[N:18][CH:19]=[N:20][CH:21]=3)[C:8]2=[O:23])[CH2:6][CH2:5][CH2:4][CH2:3][CH2:2]1.[Cr](O[Cr]([O-])(=O)=O)([O-])(=O)=O.[NH+]1C=CC=CC=1.[NH+]1C=CC=CC=1.N#N, predict the reaction product. The product is: [CH:1]1([C:7]2([CH3:24])[N:11]([CH3:12])[C:10](=[O:13])[N:9]([CH2:14][C:15](=[O:22])[C:16]3[CH:21]=[N:20][CH:19]=[N:18][CH:17]=3)[C:8]2=[O:23])[CH2:6][CH2:5][CH2:4][CH2:3][CH2:2]1. (7) Given the reactants [Cl:1][C:2]1[CH:7]=[C:6]([C:8]2[N:9]=[C:10](O)[C:11]3[C:17]([O:18][CH3:19])=[CH:16][N:15]=[CH:14][C:12]=3[N:13]=2)[CH:5]=[CH:4][N:3]=1.[CH3:21][N:22]1[CH2:27][CH2:26][NH:25][CH2:24][CH2:23]1.C(OC(N1CCN(C2C3C(C4CC4)=CN=CC=3N=C(C3C=CN=C(Cl)C=3)N=2)CC1)=O)(C)(C)C, predict the reaction product. The product is: [Cl:1][C:2]1[CH:7]=[C:6]([C:8]2[N:9]=[C:10]([N:25]3[CH2:26][CH2:27][N:22]([CH3:21])[CH2:23][CH2:24]3)[C:11]3[C:17]([O:18][CH3:19])=[CH:16][N:15]=[CH:14][C:12]=3[N:13]=2)[CH:5]=[CH:4][N:3]=1. (8) Given the reactants Cl[C:2]1[CH:11]=[CH:10][N:9]=[C:8]2[C:3]=1[CH:4]=[CH:5][C:6]([CH3:12])=[N:7]2.[NH2:13][C:14]1[CH:19]=[C:18]([CH3:20])[CH:17]=[CH:16][C:15]=1[S:21][C:22]1[CH:23]=[C:24]([NH:28][C:29](=[O:31])[CH3:30])[CH:25]=[CH:26][CH:27]=1, predict the reaction product. The product is: [CH3:20][C:18]1[CH:17]=[CH:16][C:15]([S:21][C:22]2[CH:23]=[C:24]([NH:28][C:29](=[O:31])[CH3:30])[CH:25]=[CH:26][CH:27]=2)=[C:14]([NH:13][C:2]2[C:3]3[C:8](=[N:7][C:6]([CH3:12])=[CH:5][CH:4]=3)[N:9]=[CH:10][CH:11]=2)[CH:19]=1. (9) Given the reactants [NH:1]1[C:9]2[C:4](=[CH:5][C:6]([NH:10][C:11]3[CH:20]=[CH:19][C:18]([Cl:21])=[CH:17][C:12]=3[C:13]([O:15][CH3:16])=[O:14])=[CH:7][CH:8]=2)[CH:3]=[CH:2]1.I[C:23]1[CH:28]=[CH:27][CH:26]=[CH:25][CH:24]=1.C1(P(C2CCCCC2)C2C=CC=CC=2C2C(C(C)C)=CC(C(C)C)=CC=2C(C)C)CCCCC1.P([O-])([O-])([O-])=O.[K+].[K+].[K+], predict the reaction product. The product is: [Cl:21][C:18]1[CH:19]=[CH:20][C:11]([NH:10][C:6]2[CH:5]=[C:4]3[C:9](=[CH:8][CH:7]=2)[N:1]([C:23]2[CH:28]=[CH:27][CH:26]=[CH:25][CH:24]=2)[CH:2]=[CH:3]3)=[C:12]([CH:17]=1)[C:13]([O:15][CH3:16])=[O:14].